Dataset: Catalyst prediction with 721,799 reactions and 888 catalyst types from USPTO. Task: Predict which catalyst facilitates the given reaction. (1) Reactant: [O:1]([NH2:3])[CH3:2].[C:4]1([CH3:14])[CH:9]=[CH:8][C:7]([S:10](Cl)(=[O:12])=[O:11])=[CH:6][CH:5]=1.O. Product: [CH3:2][O:1][NH:3][S:10]([C:7]1[CH:8]=[CH:9][C:4]([CH3:14])=[CH:5][CH:6]=1)(=[O:12])=[O:11]. The catalyst class is: 17. (2) Reactant: [S:1]1[C:5]2[CH:6]=[CH:7][CH:8]=[CH:9][C:4]=2[N:3]=[C:2]1[C:10]1[C:15](=[O:16])[NH:14][C:13]([CH:17]2[CH2:22][CH2:21][N:20](C(OCC3C=CC=CC=3)=O)[CH2:19][CH2:18]2)=[N:12][C:11]=1[NH:33][C@@H:34]1[CH2:39][CH2:38][CH2:37][N:36]([C:40]([O:42][C:43]([CH3:46])([CH3:45])[CH3:44])=[O:41])[CH2:35]1. Product: [S:1]1[C:5]2[CH:6]=[CH:7][CH:8]=[CH:9][C:4]=2[N:3]=[C:2]1[C:10]1[C:15](=[O:16])[NH:14][C:13]([CH:17]2[CH2:18][CH2:19][NH:20][CH2:21][CH2:22]2)=[N:12][C:11]=1[NH:33][C@@H:34]1[CH2:39][CH2:38][CH2:37][N:36]([C:40]([O:42][C:43]([CH3:46])([CH3:45])[CH3:44])=[O:41])[CH2:35]1. The catalyst class is: 352. (3) Reactant: C[O:2][CH:3](OC)[C:4]1[CH:9]=[CH:8][C:7]([C:10]([OH:19])([C:15]([F:18])([F:17])[F:16])[C:11]([F:14])([F:13])[F:12])=[CH:6][CH:5]=1.C(O)(C(F)(F)F)=O. The catalyst class is: 2. Product: [F:12][C:11]([F:13])([F:14])[C:10]([C:7]1[CH:8]=[CH:9][C:4]([CH:3]=[O:2])=[CH:5][CH:6]=1)([OH:19])[C:15]([F:16])([F:18])[F:17].